Dataset: Forward reaction prediction with 1.9M reactions from USPTO patents (1976-2016). Task: Predict the product of the given reaction. (1) Given the reactants [Si]([O:8][C@@H:9]1[C@@:43]2([CH3:44])[C:13](=[CH:14][CH:15]=[C:16]3[C@@H:42]2[CH2:41][CH2:40][C@@:39]2([CH3:45])[C@H:17]3[CH2:18][CH:19]=[C:20]2[C:21]([O:24][CH2:25][C:26]#[C:27][C:28]([O:31][Si](CC)(CC)CC)([CH3:30])[CH3:29])([CH3:23])[CH3:22])[CH2:12][C@@H:11]([O:46][Si](C(C)(C)C)(C)C)[CH2:10]1)(C(C)(C)C)(C)C.O1CCCC1.[F-].C([N+](CCCC)(CCCC)CCCC)CCC, predict the reaction product. The product is: [OH:8][C@@H:9]1[C@@:43]2([CH3:44])[C:13](=[CH:14][CH:15]=[C:16]3[C@@H:42]2[CH2:41][CH2:40][C@@:39]2([CH3:45])[C@H:17]3[CH2:18][CH:19]=[C:20]2[C:21]([O:24][CH2:25][C:26]#[C:27][C:28]([OH:31])([CH3:30])[CH3:29])([CH3:23])[CH3:22])[CH2:12][C@@H:11]([OH:46])[CH2:10]1. (2) Given the reactants [C:1]([NH:4][C:5]1[CH:13]=[C:12]2[C:8]([CH2:9][C:10](=[O:14])[NH:11]2)=[CH:7][CH:6]=1)(=[O:3])[CH3:2].[CH3:15][C:16]1([CH3:28])[CH2:25][CH2:24][C:23]2[C:18](=[CH:19][CH:20]=[C:21]([CH:26]=O)[CH:22]=2)[O:17]1.N1CCCCC1, predict the reaction product. The product is: [CH3:15][C:16]1([CH3:28])[CH2:25][CH2:24][C:23]2[C:18](=[CH:19][CH:20]=[C:21]([CH:26]=[C:9]3[C:8]4[C:12](=[CH:13][C:5]([NH:4][C:1](=[O:3])[CH3:2])=[CH:6][CH:7]=4)[NH:11][C:10]3=[O:14])[CH:22]=2)[O:17]1. (3) Given the reactants [Br:1][C:2]1[CH:7]=[CH:6][C:5]([NH:8][C:9]2[C:14]([C:15]([O:17][CH3:18])=[O:16])=[CH:13][N:12]=[C:11](Cl)[C:10]=2[Cl:20])=[C:4]([Cl:21])[CH:3]=1.[N-:22]=[N+:23]=[N-:24].[Na+], predict the reaction product. The product is: [N:22]([C:11]1[C:10]([Cl:20])=[C:9]([NH:8][C:5]2[CH:6]=[CH:7][C:2]([Br:1])=[CH:3][C:4]=2[Cl:21])[C:14]([C:15]([O:17][CH3:18])=[O:16])=[CH:13][N:12]=1)=[N+:23]=[N-:24]. (4) Given the reactants [F:1][C:2]([F:9])([F:8])[C:3]1[N:4]=[N:5][NH:6][N:7]=1.C(=O)([O-])[O-].[K+].[K+].Br[CH2:17][C:18]([C:20]1[CH:24]=[C:23]([C:25]([O:27][CH2:28][CH3:29])=[O:26])[N:22]([C:30]2[C:35]([Cl:36])=[CH:34][CH:33]=[CH:32][N:31]=2)[N:21]=1)=[O:19], predict the reaction product. The product is: [Cl:36][C:35]1[C:30]([N:22]2[C:23]([C:25]([O:27][CH2:28][CH3:29])=[O:26])=[CH:24][C:20]([C:18](=[O:19])[CH2:17][N:5]3[N:6]=[N:7][C:3]([C:2]([F:9])([F:8])[F:1])=[N:4]3)=[N:21]2)=[N:31][CH:32]=[CH:33][CH:34]=1. (5) The product is: [Cl:1][C:2]1[N:7]=[CH:6][C:5]([CH2:8][N:9]([CH2:16][CH2:15][O:14][CH3:13])[CH2:10][CH2:11][OH:12])=[CH:4][CH:3]=1. Given the reactants [Cl:1][C:2]1[N:7]=[CH:6][C:5]([CH2:8][NH:9][CH2:10][CH2:11][OH:12])=[CH:4][CH:3]=1.[CH3:13][O:14][CH2:15][CH2:16]Br.C(N(C(C)C)CC)(C)C, predict the reaction product. (6) Given the reactants [NH:1]([C:9]([O:11][CH2:12][C:13]1[CH:18]=[CH:17][CH:16]=[CH:15][CH:14]=1)=[O:10])[C@H:2]([C:6]([OH:8])=O)[CH:3]([CH3:5])[CH3:4].[NH:19]1[CH2:27][CH2:26][CH2:25][C@H:20]1[C:21]([O:23][CH3:24])=[O:22], predict the reaction product. The product is: [NH:1]([C:9]([O:11][CH2:12][C:13]1[CH:18]=[CH:17][CH:16]=[CH:15][CH:14]=1)=[O:10])[C@H:2]([C:6]([N:19]1[CH2:27][CH2:26][CH2:25][C@H:20]1[C:21]([O:23][CH3:24])=[O:22])=[O:8])[CH:3]([CH3:4])[CH3:5]. (7) Given the reactants [H-].[Na+].[C:3]1([CH3:19])[CH:8]=[C:7]([CH3:9])[CH:6]=[C:5]([CH3:10])[C:4]=1[CH:11]([C:16](=[O:18])[CH3:17])[C:12]([O:14][CH3:15])=[O:13].[Li]CCCC.[C:25]1([S:31][CH:32]([CH2:35][CH3:36])C=O)[CH:30]=[CH:29][CH:28]=[CH:27][CH:26]=1.C1C[O:40][CH2:39]C1, predict the reaction product. The product is: [OH:40][CH:39]([CH2:36][CH2:35][CH2:32][S:31][C:25]1[CH:26]=[CH:27][CH:28]=[CH:29][CH:30]=1)[CH2:17][C:16](=[O:18])[CH:11]([C:4]1[C:5]([CH3:10])=[CH:6][C:7]([CH3:9])=[CH:8][C:3]=1[CH3:19])[C:12]([O:14][CH3:15])=[O:13]. (8) Given the reactants [CH3:1][C:2]1[CH:7]=[C:6]([O:8][CH2:9][CH2:10][CH2:11][Cl:12])[CH:5]=[CH:4][C:3]=1[C:13](=[O:15])[CH3:14].[Br:16]Br.C(=O)(O)[O-].[Na+], predict the reaction product. The product is: [Br:16][CH2:14][C:13]([C:3]1[CH:4]=[CH:5][C:6]([O:8][CH2:9][CH2:10][CH2:11][Cl:12])=[CH:7][C:2]=1[CH3:1])=[O:15].